This data is from Full USPTO retrosynthesis dataset with 1.9M reactions from patents (1976-2016). The task is: Predict the reactants needed to synthesize the given product. (1) Given the product [CH3:1][O:2][C:3]1[CH:4]=[C:5]([CH:24]=[CH:25][C:26]=1[O:27][CH3:28])[O:6][CH2:7][C:8]1[N:30]([CH3:29])[N:31]=[C:10]([C@@H:12]2[CH2:16][CH2:15][CH2:14][N:13]2[C:17]([O:19][C:20]([CH3:23])([CH3:22])[CH3:21])=[O:18])[CH:9]=1, predict the reactants needed to synthesize it. The reactants are: [CH3:1][O:2][C:3]1[CH:4]=[C:5]([CH:24]=[CH:25][C:26]=1[O:27][CH3:28])[O:6][CH2:7][C:8]#[C:9][C:10]([C@@H:12]1[CH2:16][CH2:15][CH2:14][N:13]1[C:17]([O:19][C:20]([CH3:23])([CH3:22])[CH3:21])=[O:18])=O.[CH3:29][NH:30][NH2:31].C([O-])(=O)C.[Na+]. (2) Given the product [CH3:1][C:2]1[CH:3]=[C:4]([C:8]2[N:9]([C:17]3[CH:18]=[CH:19][C:20]([S:23]([NH:26][C:27](=[O:29])[CH3:28])(=[O:25])=[O:24])=[CH:21][CH:22]=3)[CH:10]=[C:11]([C:13]([F:14])([F:16])[F:15])[N:12]=2)[CH:5]=[N:6][CH:7]=1, predict the reactants needed to synthesize it. The reactants are: [CH3:1][C:2]1[CH:3]=[C:4]([C:8]2[N:9]([C:17]3[CH:22]=[CH:21][C:20]([S:23]([NH2:26])(=[O:25])=[O:24])=[CH:19][CH:18]=3)[CH:10]=[C:11]([C:13]([F:16])([F:15])[F:14])[N:12]=2)[CH:5]=[N:6][CH:7]=1.[C:27](OC(=O)C)(=[O:29])[CH3:28].C(N(CC)CC)C.